This data is from Forward reaction prediction with 1.9M reactions from USPTO patents (1976-2016). The task is: Predict the product of the given reaction. (1) Given the reactants P([O:13][CH2:14][CH2:15][N:16]([CH2:50][C:51]([CH3:54])([CH3:53])[CH3:52])CCCOC1C=C2C(C(NC3C=C(CC(NC4C=CC=C(F)C=4)=O)NN=3)=NC=N2)=CC=1OC)(OC(C)(C)C)(OC(C)(C)C)=O.C1OC1.CC(C)(C)CN, predict the reaction product. The product is: [CH3:52][C:51]([CH3:54])([CH3:53])[CH2:50][NH:16][CH2:15][CH2:14][OH:13]. (2) Given the reactants C(Cl)Cl.[CH:4]([O:9]C)([O:7][CH3:8])OC.[Cl:11][CH2:12][C:13]1[CH:18]=[CH:17][CH:16]=[CH:15][C:14]=1[CH2:19][C:20](OC)=[O:21], predict the reaction product. The product is: [Cl:11][CH2:12][C:13]1[CH:18]=[CH:17][CH:16]=[CH:15][C:14]=1[C:19](=[CH:20][OH:21])[C:4]([O:7][CH3:8])=[O:9]. (3) Given the reactants [C:1]([OH:9])(=[O:8])[CH:2]([CH2:4][C:5]([OH:7])=[O:6])[OH:3].[CH2:10](O)[C:11]1[CH:16]=[CH:15][CH:14]=[CH:13][CH:12]=1.[C:18]1([CH3:28])[CH:23]=[CH:22][C:21](S(O)(=O)=O)=[CH:20][CH:19]=1, predict the reaction product. The product is: [CH2:10]([O:8][C:1](=[O:9])[CH:2]([CH2:4][C:5]([O:7][CH2:28][C:18]1[CH:23]=[CH:22][CH:21]=[CH:20][CH:19]=1)=[O:6])[OH:3])[C:11]1[CH:16]=[CH:15][CH:14]=[CH:13][CH:12]=1. (4) Given the reactants N[C:2]1[CH:15]=[CH:14][C:5]2[N:6]3[CH2:13][CH2:12][CH2:11][CH2:10][CH:7]3[CH2:8][O:9][C:4]=2[CH:3]=1.O1C2C=CC=CC=2[N:19]=CC1, predict the reaction product. The product is: [NH2:19][C:14]1[C:5]2[N:6]3[CH2:13][CH2:12][CH2:11][CH2:10][CH:7]3[CH2:8][O:9][C:4]=2[CH:3]=[CH:2][CH:15]=1. (5) The product is: [NH2:9][C:3]1[N:4]=[CH:5][N:6]=[C:7]([NH:10][CH2:11][CH:12]2[CH2:13][CH2:14][N:15]([C:18](=[O:20])[CH:40]=[CH2:41])[CH2:16][CH2:17]2)[C:2]=1[C:29]1[CH:28]=[C:27]([O:26][CH3:25])[C:32]([O:33][CH3:34])=[C:31]([O:35][CH3:36])[CH:30]=1. Given the reactants Cl[C:2]1[C:3]([NH2:9])=[N:4][CH:5]=[N:6][C:7]=1Cl.[NH2:10][CH2:11][CH:12]1[CH2:17][CH2:16][N:15]([C:18]([O:20]C(C)(C)C)=O)[CH2:14][CH2:13]1.[CH3:25][O:26][C:27]1[CH:28]=[C:29](B(O)O)[CH:30]=[C:31]([O:35][CH3:36])[C:32]=1[O:33][CH3:34].[C:40](Cl)(=O)[CH:41]=C, predict the reaction product.